From a dataset of Forward reaction prediction with 1.9M reactions from USPTO patents (1976-2016). Predict the product of the given reaction. The product is: [CH3:47][C@H:45]1[O:44][C@@H:43]([CH3:48])[CH2:42][N:41]([CH2:40][CH2:39][NH:38][C:34]([CH:16]2[CH:15]([C:11]3[CH:12]=[CH:13][CH:14]=[C:9]([Cl:8])[C:10]=3[F:37])[C:19]([C:22]3[CH:23]=[CH:24][C:25]([Cl:28])=[CH:26][CH:27]=3)([C:20]#[N:21])[CH:18]([CH2:29][C:30]([CH3:31])([CH3:32])[CH3:33])[NH:17]2)=[O:36])[CH2:46]1. Given the reactants FC(F)(F)C(O)=O.[Cl:8][C:9]1[C:10]([F:37])=[C:11]([CH:15]2[C:19]([C:22]3[CH:27]=[CH:26][C:25]([Cl:28])=[CH:24][CH:23]=3)([C:20]#[N:21])[CH:18]([CH2:29][C:30]([CH3:33])([CH3:32])[CH3:31])[NH:17][CH:16]2[C:34]([OH:36])=O)[CH:12]=[CH:13][CH:14]=1.[NH2:38][CH2:39][CH2:40][N:41]1[CH2:46][C@H:45]([CH3:47])[O:44][C@H:43]([CH3:48])[CH2:42]1.CN(C(ON1N=NC2C=CC=NC1=2)=[N+](C)C)C.F[P-](F)(F)(F)(F)F.CCN(C(C)C)C(C)C, predict the reaction product.